From a dataset of Forward reaction prediction with 1.9M reactions from USPTO patents (1976-2016). Predict the product of the given reaction. (1) Given the reactants O[C:2]1[CH:10]=[CH:9][C:5]([C:6]([OH:8])=[O:7])=[CH:4][CH:3]=1.[N:11]1[C:20]2[CH:19]=[C:18]3[CH2:21][CH2:22][NH:23][CH2:24][CH2:25][C:17]3=[CH:16][C:15]=2[N:14]=[CH:13][CH:12]=1.C([OH:28])C, predict the reaction product. The product is: [OH:28][C:9]1[CH:10]=[CH:2][CH:3]=[CH:4][C:5]=1[C:6]([O-:8])=[O:7].[N:11]1[C:20]2[CH:19]=[C:18]3[CH2:21][CH2:22][NH2+:23][CH2:24][CH2:25][C:17]3=[CH:16][C:15]=2[N:14]=[CH:13][CH:12]=1. (2) The product is: [CH3:16][O:17][C:18](=[O:21])[CH2:19][N:20]=[C:1]([C:9]1[CH:14]=[CH:13][CH:12]=[CH:11][CH:10]=1)[C:2]1[CH:7]=[CH:6][CH:5]=[CH:4][CH:3]=1. Given the reactants [C:1]([C:9]1[CH:14]=[CH:13][CH:12]=[CH:11][CH:10]=1)(=O)[C:2]1[CH:7]=[CH:6][CH:5]=[CH:4][CH:3]=1.Cl.[CH3:16][O:17][C:18](=[O:21])[CH2:19][NH2:20].CCN(C(C)C)C(C)C, predict the reaction product.